Dataset: Full USPTO retrosynthesis dataset with 1.9M reactions from patents (1976-2016). Task: Predict the reactants needed to synthesize the given product. (1) Given the product [CH:37]1([N:8]2[C:9]3[C:14](=[CH:13][CH:12]=[C:11]([C:17]4[CH:18]=[C:19]5[CH2:24][NH:23][CH2:22][CH2:21][N:20]5[CH:32]=4)[C:10]=3[O:33][CH:34]([F:35])[F:36])[C:15](=[O:16])[C:6]([C:4]([OH:5])=[O:3])=[CH:7]2)[CH2:38][CH2:39]1, predict the reactants needed to synthesize it. The reactants are: C([O:3][C:4]([C:6]1[C:15](=[O:16])[C:14]2[C:9](=[C:10]([O:33][CH:34]([F:36])[F:35])[C:11]([C:17]3[CH:18]=[C:19]4[CH2:24][N:23](C(OC(C)(C)C)=O)[CH2:22][CH2:21][N:20]4[CH:32]=3)=[CH:12][CH:13]=2)[N:8]([CH:37]2[CH2:39][CH2:38]2)[CH:7]=1)=[O:5])C.[OH-].[Na+].Cl. (2) The reactants are: [CH3:1][N:2]1[CH:6]=[C:5]([C:7]2[CH:12]=[CH:11][C:10]([C:13]3[C:22]4[C:17](=[CH:18][CH:19]=[C:20]([C:23]([OH:25])=O)[CH:21]=4)[CH:16]=[N:15][CH:14]=3)=[CH:9][CH:8]=2)[CH:4]=[N:3]1.CN(C(ON1N=NC2C=CC=NC1=2)=[N+](C)C)C.F[P-](F)(F)(F)(F)F.CCN(C(C)C)C(C)C.[CH3:59][O:60][C:61]1([CH3:65])[CH2:64][NH:63][CH2:62]1.[OH-].[Na+]. Given the product [CH3:59][O:60][C:61]1([CH3:65])[CH2:64][N:63]([C:23]([C:20]2[CH:21]=[C:22]3[C:17](=[CH:18][CH:19]=2)[CH:16]=[N:15][CH:14]=[C:13]3[C:10]2[CH:9]=[CH:8][C:7]([C:5]3[CH:4]=[N:3][N:2]([CH3:1])[CH:6]=3)=[CH:12][CH:11]=2)=[O:25])[CH2:62]1, predict the reactants needed to synthesize it. (3) Given the product [C:30]([C:6]1[C:7]([N:17]2[CH2:22][CH2:21][CH:20]([C:23]([O:25][C:26]([CH3:29])([CH3:28])[CH3:27])=[O:24])[CH2:19][CH2:18]2)=[N:8][C:9]([CH2:10][N:11]2[CH2:15][CH2:14][CH2:13][C:12]2=[O:16])=[C:4]([C:2](=[O:3])[CH2:34][CH2:33][CH:32]=[CH2:35])[CH:5]=1)#[N:31], predict the reactants needed to synthesize it. The reactants are: Cl[C:2]([C:4]1[CH:5]=[C:6]([C:30]#[N:31])[C:7]([N:17]2[CH2:22][CH2:21][CH:20]([C:23]([O:25][C:26]([CH3:29])([CH3:28])[CH3:27])=[O:24])[CH2:19][CH2:18]2)=[N:8][C:9]=1[CH2:10][N:11]1[CH2:15][CH2:14][CH2:13][C:12]1=[O:16])=[O:3].[CH:32]1([CH2:35][Mg]Br)[CH2:34][CH2:33]1.